This data is from TCR-epitope binding with 47,182 pairs between 192 epitopes and 23,139 TCRs. The task is: Binary Classification. Given a T-cell receptor sequence (or CDR3 region) and an epitope sequence, predict whether binding occurs between them. (1) The epitope is FLYNLLTRV. The TCR CDR3 sequence is CASSQDRSGGYNEQFF. Result: 0 (the TCR does not bind to the epitope). (2) The epitope is KLMNIQQKL. The TCR CDR3 sequence is CAWSAYTGELFF. Result: 1 (the TCR binds to the epitope). (3) The epitope is RPPIFIRRL. The TCR CDR3 sequence is CAWASGGYEQYF. Result: 0 (the TCR does not bind to the epitope). (4) The epitope is TFYLTNDVSFL. The TCR CDR3 sequence is CASSHWREESEQFF. Result: 0 (the TCR does not bind to the epitope). (5) The epitope is TFYLTNDVSFL. The TCR CDR3 sequence is CASSQGISGVNEKLFF. Result: 0 (the TCR does not bind to the epitope). (6) The epitope is GILGFVFTL. The TCR CDR3 sequence is CASSVTSGSYNEQFF. Result: 1 (the TCR binds to the epitope).